Dataset: Catalyst prediction with 721,799 reactions and 888 catalyst types from USPTO. Task: Predict which catalyst facilitates the given reaction. (1) Reactant: C([O:3][C:4](=[O:27])[CH2:5][C:6]1[C:7]([CH3:26])=[C:8]([S:15][C:16]2[C:25]3[C:20](=[CH:21][CH:22]=[CH:23][CH:24]=3)[CH:19]=[CH:18][CH:17]=2)[N:9]2[C:14]=1[CH:13]=[CH:12][CH:11]=[CH:10]2)C.C(=O)([O-])[O-].[K+].[K+].ClC1C=C(C=CC=1)C(OO)=O. Product: [CH3:26][C:7]1[C:6]([CH2:5][C:4]([OH:27])=[O:3])=[C:14]2[N:9]([C:8]=1[S:15][C:16]1[C:25]3[C:20](=[CH:21][CH:22]=[CH:23][CH:24]=3)[CH:19]=[CH:18][CH:17]=1)[CH:10]=[CH:11][CH:12]=[CH:13]2. The catalyst class is: 5. (2) Reactant: [CH3:1][N:2]([CH2:20][CH2:21][CH2:22][NH:23][CH3:24])[CH2:3][C:4]([NH:6][C:7]1[CH:12]=[CH:11][C:10]([O:13][C:14]2[CH:19]=[CH:18][CH:17]=[CH:16][CH:15]=2)=[CH:9][CH:8]=1)=[O:5].[C:25](=O)([O-])[O-].[K+].[K+].Br[CH2:32][CH2:33][CH2:34][CH2:35][CH2:36][C:37]([O:39][CH3:40])=[O:38]. Product: [CH3:24][N:23]([CH2:22][CH2:21][CH2:20][N:2]([CH3:1])[CH2:3][C:4](=[O:5])[NH:6][C:7]1[CH:12]=[CH:11][C:10]([O:13][C:14]2[CH:19]=[CH:18][CH:17]=[CH:16][CH:15]=2)=[CH:9][CH:8]=1)[CH:36]([CH2:35][CH2:34][CH2:33][CH3:32])[C:37]([O:39][CH2:40][CH3:25])=[O:38]. The catalyst class is: 384. (3) Reactant: C[O:2][C:3](=[O:29])[C:4]1[CH:9]=[CH:8][C:7]([O:10][C@H:11]2[CH2:15][O:14][C@@H:13]3[C@@H:16]([NH:19][C:20]([NH:22][CH:23]4[CH2:28][CH2:27][CH2:26][CH2:25][CH2:24]4)=[O:21])[CH2:17][O:18][C@H:12]23)=[CH:6][CH:5]=1.[OH-].[K+].Cl. Product: [CH:23]1([NH:22][C:20](=[O:21])[NH:19][C@@H:16]2[C@H:13]3[O:14][CH2:15][C@H:11]([O:10][C:7]4[CH:6]=[CH:5][C:4]([C:3]([OH:29])=[O:2])=[CH:9][CH:8]=4)[C@H:12]3[O:18][CH2:17]2)[CH2:24][CH2:25][CH2:26][CH2:27][CH2:28]1. The catalyst class is: 24. (4) Reactant: [C:1]([N:4]1[C:8]2[CH:9]=[CH:10][C:11]([Cl:13])=[CH:12][C:7]=2[S:6][CH:5]1[C:14]1[CH:19]=[C:18]([O:20][CH3:21])[CH:17]=[CH:16][C:15]=1[O:22][CH2:23][CH2:24][CH2:25][N:26]([CH2:30][CH2:31][O:32][CH2:33][CH3:34])[CH:27]([CH3:29])[CH3:28])(=[O:3])[CH3:2].[C:35]([O:38][C:39](=[O:50])[C@@H:40]([C@H:42]([C:44]([O:46][C:47](=[O:49])[CH3:48])=[O:45])[OH:43])[OH:41])(=[O:37])[CH3:36]. Product: [C:47]([O:46][C:44](=[O:45])[C@@H:42]([C@H:40]([C:39]([O:38][C:35](=[O:37])[CH3:36])=[O:50])[OH:41])[OH:43])(=[O:49])[CH3:48].[C:1]([N:4]1[C:8]2[CH:9]=[CH:10][C:11]([Cl:13])=[CH:12][C:7]=2[S:6][CH:5]1[C:14]1[CH:19]=[C:18]([O:20][CH3:21])[CH:17]=[CH:16][C:15]=1[O:22][CH2:23][CH2:24][CH2:25][N:26]([CH2:30][CH2:31][O:32][CH2:33][CH3:34])[CH:27]([CH3:29])[CH3:28])(=[O:3])[CH3:2]. The catalyst class is: 13. (5) Reactant: [H-].[Na+].[Cl:3][C:4]1[C:5]([F:25])=[C:6]([CH:10]([OH:24])[C@@H:11]2[CH2:16][CH2:15][CH2:14][N:13]([C:17]([O:19][C:20]([CH3:23])([CH3:22])[CH3:21])=[O:18])[CH2:12]2)[CH:7]=[CH:8][CH:9]=1.Br[CH2:27][C:28]([O:30][CH2:31][CH3:32])=[O:29].[NH4+].[Cl-]. Product: [Cl:3][C:4]1[C:5]([F:25])=[C:6]([CH:10]([O:24][CH2:27][C:28]([O:30][CH2:31][CH3:32])=[O:29])[C@@H:11]2[CH2:16][CH2:15][CH2:14][N:13]([C:17]([O:19][C:20]([CH3:21])([CH3:22])[CH3:23])=[O:18])[CH2:12]2)[CH:7]=[CH:8][CH:9]=1. The catalyst class is: 1. (6) Reactant: [NH2:1][C:2]1[N:7]=[CH:6][C:5]([C:8]2[CH:9]=[C:10]3[C:15](=[C:16]([NH:18][C:19]([CH3:22])([CH3:21])[CH3:20])[N:17]=2)[C:14](=[O:23])[NH:13][CH:12]=[CH:11]3)=[CH:4][N:3]=1.I[CH:25]1[CH2:28][O:27][CH2:26]1.C([O-])([O-])=O.[Cs+].[Cs+]. Product: [NH2:1][C:2]1[N:7]=[CH:6][C:5]([C:8]2[CH:9]=[C:10]3[C:15](=[C:16]([NH:18][C:19]([CH3:20])([CH3:22])[CH3:21])[N:17]=2)[C:14](=[O:23])[N:13]([CH:25]2[CH2:28][O:27][CH2:26]2)[CH:12]=[CH:11]3)=[CH:4][N:3]=1. The catalyst class is: 3. (7) Reactant: [CH3:1][N:2]([CH3:22])[C:3]1[CH:4]=[C:5]2[C:9](=[CH:10][CH:11]=1)[C:8](=[C:12]1[C:20]3[C:15](=[CH:16][CH:17]=[CH:18][CH:19]=3)[NH:14][C:13]1=[O:21])[O:7][CH2:6]2.[CH2:23]=O.[NH:25]1[CH2:30][CH2:29][CH2:28][CH2:27][CH2:26]1. Product: [CH3:1][N:2]([CH3:22])[C:3]1[CH:4]=[C:5]2[C:9](=[CH:10][CH:11]=1)[C:8](=[C:12]1[C:20]3[C:15](=[CH:16][CH:17]=[CH:18][CH:19]=3)[N:14]([CH2:23][N:25]3[CH2:30][CH2:29][CH2:28][CH2:27][CH2:26]3)[C:13]1=[O:21])[O:7][CH2:6]2. The catalyst class is: 14.